Dataset: Full USPTO retrosynthesis dataset with 1.9M reactions from patents (1976-2016). Task: Predict the reactants needed to synthesize the given product. (1) Given the product [CH3:1][C:2]1[C:6]([C:7]2[CH:8]=[C:9]([C:30]3[C:29]([CH3:28])=[CH:38][CH:37]=[C:36]4[C:31]=3[CH:32]=[CH:33][CH:34]=[N:35]4)[C:10]3[N:14]=[C:13]([NH:15][S:16]([C:19]4[CH:24]=[CH:23][CH:22]=[CH:21][CH:20]=4)(=[O:18])=[O:17])[NH:12][C:11]=3[CH:25]=2)=[C:5]([CH3:27])[O:4][N:3]=1, predict the reactants needed to synthesize it. The reactants are: [CH3:1][C:2]1[C:6]([C:7]2[CH:8]=[C:9](I)[C:10]3[N:14]=[C:13]([NH:15][S:16]([C:19]4[CH:24]=[CH:23][CH:22]=[CH:21][CH:20]=4)(=[O:18])=[O:17])[NH:12][C:11]=3[CH:25]=2)=[C:5]([CH3:27])[O:4][N:3]=1.[CH3:28][C:29]1[C:30](B(O)O)=[C:31]2[C:36](=[CH:37][CH:38]=1)[N:35]=[CH:34][CH:33]=[CH:32]2.N12CCCN=C1CCCCC2.[Cl-].[NH4+]. (2) Given the product [CH3:23][O:24][C:25]1[CH:26]=[CH:20][C:6]([CH2:7][N:8]2[C:16]([C:10]3[C:11]([N+:13]([O-:15])=[O:14])=[CH:12][N:8]([CH2:7][C:6]4[CH:20]=[CH:21][C:3]([O:2][CH3:1])=[CH:4][CH:5]=4)[N:9]=3)=[N:18][NH:19][C:12]2=[O:27])=[CH:5][CH:4]=1, predict the reactants needed to synthesize it. The reactants are: [CH3:1][O:2][C:3]1[CH:21]=[CH:20][C:6]([CH2:7][N:8]2[CH:12]=[C:11]([N+:13]([O-:15])=[O:14])[C:10]([C:16]([NH:18][NH2:19])=O)=[N:9]2)=[CH:5][CH:4]=1.C[CH2:23][O:24][CH2:25][CH3:26].[OH-:27].[Na+]. (3) The reactants are: Cl[C:2]1[N:7]=[C:6]([CH2:8][Cl:9])[N:5]=[C:4]([C:10]2[CH:15]=[CH:14][CH:13]=[C:12]([O:16][CH3:17])[CH:11]=2)[N:3]=1.[C:18]([C:22]1[CH:28]=[CH:27][C:25]([NH2:26])=[CH:24][CH:23]=1)([CH3:21])([CH3:20])[CH3:19]. Given the product [C:18]([C:22]1[CH:23]=[CH:24][C:25]([NH:26][C:2]2[N:7]=[C:6]([CH2:8][Cl:9])[N:5]=[C:4]([C:10]3[CH:15]=[CH:14][CH:13]=[C:12]([O:16][CH3:17])[CH:11]=3)[N:3]=2)=[CH:27][CH:28]=1)([CH3:21])([CH3:19])[CH3:20], predict the reactants needed to synthesize it.